This data is from Catalyst prediction with 721,799 reactions and 888 catalyst types from USPTO. The task is: Predict which catalyst facilitates the given reaction. (1) Reactant: [OH-].[Na+].C([O:5][C:6](=[O:23])[CH2:7][O:8][C:9]1[CH:14]=[CH:13][C:12]([CH:15]=[CH:16][C:17]2[CH:22]=[CH:21][CH:20]=[CH:19][CH:18]=2)=[CH:11][CH:10]=1)C.Cl. Product: [CH:15]([C:12]1[CH:11]=[CH:10][C:9]([O:8][CH2:7][C:6]([OH:23])=[O:5])=[CH:14][CH:13]=1)=[CH:16][C:17]1[CH:18]=[CH:19][CH:20]=[CH:21][CH:22]=1. The catalyst class is: 12. (2) Reactant: [CH2:1]([N:3](CC)CC)C.C(OC(Cl)=O)C(C)C.[CH2:16]([N:20]1[C:25]2=[N:26][N:27]([CH2:38][C:39]3[C:48]4[C:43](=[CH:44][CH:45]=[CH:46][CH:47]=4)[CH:42]=[CH:41][CH:40]=3)[C:28]([C:29]3[CH:30]=[C:31]([CH:35]=[CH:36][CH:37]=3)[C:32](O)=[O:33])=[C:24]2[C:23](=[O:49])[N:22]([CH3:50])[C:21]1=[O:51])[CH:17]([CH3:19])[CH3:18].CN. Product: [CH2:16]([N:20]1[C:25]2=[N:26][N:27]([CH2:38][C:39]3[C:48]4[C:43](=[CH:44][CH:45]=[CH:46][CH:47]=4)[CH:42]=[CH:41][CH:40]=3)[C:28]([C:29]3[CH:30]=[C:31]([CH:35]=[CH:36][CH:37]=3)[C:32]([NH:3][CH3:1])=[O:33])=[C:24]2[C:23](=[O:49])[N:22]([CH3:50])[C:21]1=[O:51])[CH:17]([CH3:18])[CH3:19]. The catalyst class is: 20. (3) Reactant: CS(Cl)(=O)=O.[Br:6][C:7]1[CH:12]=[C:11]([F:13])[C:10]([CH2:14]O)=[C:9]([F:16])[CH:8]=1.C(N(CC)CC)C.[NH:24]1[CH2:29][CH2:28][CH2:27][CH2:26][CH2:25]1.C(=O)([O-])[O-].[K+].[K+]. Product: [Br:6][C:7]1[CH:12]=[C:11]([F:13])[C:10]([CH2:14][N:24]2[CH2:29][CH2:28][CH2:27][CH2:26][CH2:25]2)=[C:9]([F:16])[CH:8]=1. The catalyst class is: 643. (4) Reactant: [CH3:1][C:2]1[C:11]2[C:6](=[CH:7][C:8]([C:12]#[N:13])=[CH:9][CH:10]=2)[NH:5][C:4](=[O:14])[CH:3]=1.[H-].[Na+].CS(O[CH2:22][CH2:23][N:24]1[CH2:29][CH2:28][C@@H:27]([NH:30][C:31]([O:33][C:34]([CH3:37])([CH3:36])[CH3:35])=[O:32])[C@@H:26]([O:38][CH3:39])[CH2:25]1)(=O)=O. Product: [C:4](#[N:5])[CH3:3].[OH2:14].[C:34]([O-:14])(=[O:33])[CH3:37].[NH4+:24].[C:12]([C:8]1[CH:7]=[C:6]2[C:11]([C:2]([CH3:1])=[CH:3][C:4](=[O:14])[N:5]2[CH2:22][CH2:23][N:24]2[CH2:29][CH2:28][C@@H:27]([NH:30][C:31](=[O:32])[O:33][C:34]([CH3:35])([CH3:37])[CH3:36])[C@@H:26]([O:38][CH3:39])[CH2:25]2)=[CH:10][CH:9]=1)#[N:13]. The catalyst class is: 18. (5) Reactant: [CH3:1][O:2][C:3]1[CH:8]=[CH:7][N:6]=[C:5]2[N:9]([CH2:25][O:26]CC[Si](C)(C)C)[N:10]=[C:11]([CH:12]3[CH2:17][CH2:16][N:15](C(OC(C)(C)C)=O)[CH2:14][CH2:13]3)[C:4]=12.C(O)(C(F)(F)F)=O. Product: [CH3:1][O:2][C:3]1[CH:8]=[CH:7][N:6]=[C:5]2[N:9]([CH2:25][OH:26])[N:10]=[C:11]([CH:12]3[CH2:17][CH2:16][NH:15][CH2:14][CH2:13]3)[C:4]=12. The catalyst class is: 2. (6) Reactant: [Cl:1][C:2]1[CH:3]=[C:4]([NH:9][C:10]2[N:15]=[C:14]([NH2:16])[N:13]=[C:12]([C:17]3[N:21]=[C:20]([C:22]4[CH:23]=[N:24][C:25]([O:28][CH2:29][C:30]([F:33])([F:32])[F:31])=[CH:26][CH:27]=4)[O:19][N:18]=3)[N:11]=2)[CH:5]=[CH:6][C:7]=1[F:8].[C:34](=O)([O-])[O-].[K+].[K+].IC.C(=O)([O-])[O-].[Cs+].[Cs+].[H-].[Na+]. Product: [Cl:1][C:2]1[CH:3]=[C:4]([N:9]([CH3:34])[C:10]2[N:15]=[C:14]([NH2:16])[N:13]=[C:12]([C:17]3[N:21]=[C:20]([C:22]4[CH:23]=[N:24][C:25]([O:28][CH2:29][C:30]([F:33])([F:31])[F:32])=[CH:26][CH:27]=4)[O:19][N:18]=3)[N:11]=2)[CH:5]=[CH:6][C:7]=1[F:8]. The catalyst class is: 3.